This data is from hERG Central: cardiac toxicity at 1µM, 10µM, and general inhibition. The task is: Predict hERG channel inhibition at various concentrations. (1) The compound is Cc1ccc(N2C(=O)C(CN3CCCCC3)C2c2ccccc2)cc1. Results: hERG_inhib (hERG inhibition (general)): blocker. (2) Results: hERG_inhib (hERG inhibition (general)): blocker. The drug is COc1ccc(OC)c(N/C(N)=N/c2nc(C)cc(C)n2)c1. (3) The drug is CCc1nc(OCCN(CC)CC)c2oc3ccccc3c2n1.Cl. Results: hERG_inhib (hERG inhibition (general)): blocker. (4) The molecule is Cc1ccccc1N1CCN(C2CCCN(C(=O)COc3ccccc3)C2)CC1. Results: hERG_inhib (hERG inhibition (general)): blocker. (5) The molecule is CN1CCC(=C(c2ccccc2)c2ccc(Br)cc2)CC1.Cl. Results: hERG_inhib (hERG inhibition (general)): blocker. (6) The compound is COc1ccc(C(=O)N2CCN(c3ccc(C)cc3C)CC2)cc1OC. Results: hERG_inhib (hERG inhibition (general)): blocker. (7) The drug is Cc1ccc(SCCC(=O)NCc2ccncc2)cc1. Results: hERG_inhib (hERG inhibition (general)): blocker. (8) The drug is N=c1c2c(-c3ccccc3)c(-c3ccccc3)n(Cc3ccco3)c2ncn1CCN1CCOCC1. Results: hERG_inhib (hERG inhibition (general)): blocker. (9) The drug is CCOC(=O)CSc1ncnc2c(C(=O)OCC)c3n(c12)CCC3. Results: hERG_inhib (hERG inhibition (general)): blocker.